From a dataset of Catalyst prediction with 721,799 reactions and 888 catalyst types from USPTO. Predict which catalyst facilitates the given reaction. (1) Reactant: Br[C:2]1[CH:3]=[C:4]([CH:7]=[O:8])[S:5][CH:6]=1.[F:9][C:10]1[C:15](B(O)O)=[CH:14][CH:13]=[CH:12][N:11]=1.C(=O)([O-])[O-].[Na+].[Na+]. Product: [F:9][C:10]1[C:15]([C:2]2[CH:3]=[C:4]([CH:7]=[O:8])[S:5][CH:6]=2)=[CH:14][CH:13]=[CH:12][N:11]=1. The catalyst class is: 108. (2) Reactant: Cl[C:2]([O:4][CH2:5][CH3:6])=[O:3].C(N(CC)CC)C.FC(F)(F)C(O)=O.[NH2:21][CH2:22][CH2:23][C:24]1[S:28]/[C:27](=[N:29]\[S:30]([C:33]2[CH:42]=[CH:41][CH:40]=[CH:39][C:34]=2[C:35]([O:37][CH3:38])=[O:36])(=[O:32])=[O:31])/[N:26]([CH2:43][C:44]2[C:53]3[C:48](=[CH:49][CH:50]=[CH:51][CH:52]=3)[CH:47]=[CH:46][CH:45]=2)[CH:25]=1.[Cl-].[Na+]. Product: [CH2:5]([O:4][C:2]([NH:21][CH2:22][CH2:23][C:24]1[S:28]/[C:27](=[N:29]\[S:30]([C:33]2[CH:42]=[CH:41][CH:40]=[CH:39][C:34]=2[C:35]([O:37][CH3:38])=[O:36])(=[O:31])=[O:32])/[N:26]([CH2:43][C:44]2[C:53]3[C:48](=[CH:49][CH:50]=[CH:51][CH:52]=3)[CH:47]=[CH:46][CH:45]=2)[CH:25]=1)=[O:3])[CH3:6]. The catalyst class is: 4. (3) Reactant: [C:1]([NH:7][C:8]1[NH:9][C:10](=O)[C:11]2[CH:17]=[C:16]([C:18]3[CH:23]=[CH:22][C:21]([F:24])=[CH:20][CH:19]=3)[CH:15]=[N:14][C:12]=2[N:13]=1)(=[O:6])[C:2]([CH3:5])([CH3:4])[CH3:3].[NH:26]1[CH:30]=[N:29][CH:28]=[N:27]1.C(N(CC)CC)C.O=P(Cl)(Cl)Cl. Product: [C:1]([NH:7][C:8]1[N:9]=[C:10]([C:30]2[N:29]=[CH:28][NH:27][N:26]=2)[C:11]2[CH:17]=[C:16]([C:18]3[CH:23]=[CH:22][C:21]([F:24])=[CH:20][CH:19]=3)[CH:15]=[N:14][C:12]=2[N:13]=1)(=[O:6])[C:2]([CH3:5])([CH3:4])[CH3:3]. The catalyst class is: 245.